Dataset: Forward reaction prediction with 1.9M reactions from USPTO patents (1976-2016). Task: Predict the product of the given reaction. Given the reactants [CH3:1][N:2]1[CH:6]=[C:5]([N+:7]([O-])=O)[CH:4]=[C:3]1[C:10]([NH:12][CH2:13][CH2:14][N:15]1[CH2:20][CH2:19][O:18][CH2:17][CH2:16]1)=[O:11].[CH3:21][N:22]1[CH:26]=[C:25]([N+:27]([O-:29])=[O:28])[CH:24]=[C:23]1[C:30](Cl)=[O:31], predict the reaction product. The product is: [CH3:1][N:2]1[CH:6]=[C:5]([NH:7][C:30]([C:23]2[N:22]([CH3:21])[CH:26]=[C:25]([N+:27]([O-:29])=[O:28])[CH:24]=2)=[O:31])[CH:4]=[C:3]1[C:10]([NH:12][CH2:13][CH2:14][N:15]1[CH2:20][CH2:19][O:18][CH2:17][CH2:16]1)=[O:11].